This data is from Reaction yield outcomes from USPTO patents with 853,638 reactions. The task is: Predict the reaction yield, written as a fraction of the theoretical maximum amount of product (1.0 means a 100% yield; for example, 0.34 means a 34% yield). (1) The reactants are O.O.Cl[Sn]Cl.Cl.[N+:7]([C:10]1[CH:16]=[C:15]([N+:17]([O-])=O)[CH:14]=[C:13]([I:20])[C:11]=1[NH2:12])([O-])=O.[OH-].[Na+].CO.[CH3:25]COC(C)=O. No catalyst specified. The product is [I:20][C:13]1[C:11]2[N:12]=[CH:25][NH:7][C:10]=2[CH:16]=[C:15]([NH2:17])[CH:14]=1. The yield is 0.330. (2) The reactants are [CH3:1][N:2]([CH3:29])[C:3]1[CH:15]=[CH:14][C:13]2[C:12]3[C:7](=[CH:8][C:9]([Sn](CCCC)(CCCC)CCCC)=[CH:10][CH:11]=3)C[C:5]=2[CH:4]=1.IC1C=CC([OH:37])=CC=1.C([O-])([O-])=O.[K+].[K+]. The catalyst is CO.C1C=CC([P]([Pd]([P](C2C=CC=CC=2)(C2C=CC=CC=2)C2C=CC=CC=2)([P](C2C=CC=CC=2)(C2C=CC=CC=2)C2C=CC=CC=2)[P](C2C=CC=CC=2)(C2C=CC=CC=2)C2C=CC=CC=2)(C2C=CC=CC=2)C2C=CC=CC=2)=CC=1. The product is [CH3:1][N:2]([CH3:29])[C:3]1[CH:15]=[CH:14][C:13]([C:12]2[CH:7]=[CH:8][C:9]([OH:37])=[CH:10][CH:11]=2)=[CH:5][CH:4]=1. The yield is 0.590.